From a dataset of Forward reaction prediction with 1.9M reactions from USPTO patents (1976-2016). Predict the product of the given reaction. Given the reactants [NH:1]1[C:9]2[C:4](=[CH:5][CH:6]=[CH:7][CH:8]=2)[C:3]([C:10]2[CH:15]=[CH:14][N:13]=[C:12]([NH:16][C:17]3[CH:18]=[C:19]([NH2:32])[C:20]([N:25]4[CH2:30][CH2:29][N:28]([CH3:31])[CH2:27][CH2:26]4)=[CH:21][C:22]=3[O:23][CH3:24])[N:11]=2)=[CH:2]1.CCN(C(C)C)C(C)C.[C:42](Cl)(=[O:45])[CH:43]=[CH2:44].Cl, predict the reaction product. The product is: [NH:1]1[C:9]2[C:4](=[CH:5][CH:6]=[CH:7][CH:8]=2)[C:3]([C:10]2[CH:15]=[CH:14][N:13]=[C:12]([NH:16][C:17]3[C:22]([O:23][CH3:24])=[CH:21][C:20]([N:25]4[CH2:30][CH2:29][N:28]([CH3:31])[CH2:27][CH2:26]4)=[C:19]([NH:32][C:42](=[O:45])[CH:43]=[CH2:44])[CH:18]=3)[N:11]=2)=[CH:2]1.